From a dataset of Peptide-MHC class I binding affinity with 185,985 pairs from IEDB/IMGT. Regression. Given a peptide amino acid sequence and an MHC pseudo amino acid sequence, predict their binding affinity value. This is MHC class I binding data. (1) The peptide sequence is DEQIQWMY. The MHC is Mamu-A11 with pseudo-sequence Mamu-A11. The binding affinity (normalized) is 0. (2) The peptide sequence is ALYEKKLAL. The MHC is HLA-B27:05 with pseudo-sequence HLA-B27:05. The binding affinity (normalized) is 0.0847. (3) The peptide sequence is RLFYTFFSY. The MHC is HLA-A68:02 with pseudo-sequence HLA-A68:02. The binding affinity (normalized) is 0.113.